This data is from Catalyst prediction with 721,799 reactions and 888 catalyst types from USPTO. The task is: Predict which catalyst facilitates the given reaction. Reactant: C(OC)(=O)[CH2:2][SH:3].C[O-].[Na+].Cl[C:11]1[CH:18]=[CH:17][C:16]([N+:19]([O-:21])=[O:20])=[CH:15][C:12]=1[CH:13]=O.[OH-].[Na+].Cl. Product: [N+:19]([C:16]1[CH:17]=[CH:18][C:11]2[S:3][CH:2]=[CH:13][C:12]=2[CH:15]=1)([O-:21])=[O:20]. The catalyst class is: 24.